This data is from Full USPTO retrosynthesis dataset with 1.9M reactions from patents (1976-2016). The task is: Predict the reactants needed to synthesize the given product. (1) Given the product [F:18][C:2]1([F:1])[CH2:6][CH2:5][CH:4]([C:7]2[C:11]([CH2:12][O:13][C:25]3[C:24]([F:27])=[CH:23][C:22]([CH2:28][CH2:29][C:30]([OH:32])=[O:31])=[CH:21][C:20]=3[F:19])=[C:10]([C:14]([F:16])([F:17])[F:15])[S:9][N:8]=2)[CH2:3]1, predict the reactants needed to synthesize it. The reactants are: [F:1][C:2]1([F:18])[CH2:6][CH2:5][CH:4]([C:7]2[C:11]([CH2:12][OH:13])=[C:10]([C:14]([F:17])([F:16])[F:15])[S:9][N:8]=2)[CH2:3]1.[F:19][C:20]1[CH:21]=[C:22]([CH2:28][CH2:29][C:30]([O:32]CC)=[O:31])[CH:23]=[C:24]([F:27])[C:25]=1O. (2) Given the product [NH3:9].[CH2:37]([N:36]([CH2:35][C:29]1([C:26]2[CH:25]=[CH:24][C:23]([O:22][CH2:21][CH2:20][CH2:19][N:14]3[CH2:18][CH2:17][CH2:16][CH2:15]3)=[CH:28][CH:27]=2)[CH2:34][CH2:33][O:32][CH2:31][CH2:30]1)[S:3]([CH2:1][CH3:2])(=[O:5])=[O:4])[CH3:38], predict the reactants needed to synthesize it. The reactants are: [CH2:1]([S:3](Cl)(=[O:5])=[O:4])[CH3:2].C([N:9](CC)CC)C.[N:14]1([CH2:19][CH2:20][CH2:21][O:22][C:23]2[CH:28]=[CH:27][C:26]([C:29]3([CH2:35][NH:36][CH2:37][CH3:38])[CH2:34][CH2:33][O:32][CH2:31][CH2:30]3)=[CH:25][CH:24]=2)[CH2:18][CH2:17][CH2:16][CH2:15]1.